Dataset: Catalyst prediction with 721,799 reactions and 888 catalyst types from USPTO. Task: Predict which catalyst facilitates the given reaction. (1) Reactant: C1(P(C2C=CC=CC=2)C2C=CC=CC=2)C=CC=CC=1.CC(OC(/N=N/C(OC(C)C)=O)=O)C.[C:34]([O:38][CH2:39][CH3:40])(=[O:37])[CH2:35][OH:36].O[C:42]1[CH:52]=[N:51][CH:50]=[CH:49][C:43]=1[C:44]([O:46][CH2:47][CH3:48])=[O:45]. Product: [CH2:39]([O:38][C:34](=[O:37])[CH2:35][O:36][C:42]1[CH:52]=[N:51][CH:50]=[CH:49][C:43]=1[C:44]([O:46][CH2:47][CH3:48])=[O:45])[CH3:40]. The catalyst class is: 1. (2) Product: [CH3:30][S:31]([O:26][CH2:25][C:22]1[N:21]=[CH:20][C:19]2[N:18]=[CH:17][N:16]([C:14]3[S:13][C:12]([C:27](=[O:28])[NH2:29])=[C:11]([O:10][C@@H:8]([C:3]4[CH:4]=[CH:5][CH:6]=[CH:7][C:2]=4[Br:1])[CH3:9])[CH:15]=3)[C:24]=2[CH:23]=1)(=[O:33])=[O:32]. Reactant: [Br:1][C:2]1[CH:7]=[CH:6][CH:5]=[CH:4][C:3]=1[C@H:8]([O:10][C:11]1[CH:15]=[C:14]([N:16]2[C:24]3[CH:23]=[C:22]([CH2:25][OH:26])[N:21]=[CH:20][C:19]=3[N:18]=[CH:17]2)[S:13][C:12]=1[C:27]([NH2:29])=[O:28])[CH3:9].[CH3:30][S:31](Cl)(=[O:33])=[O:32].C(N(CC)CC)C. The catalyst class is: 4. (3) Reactant: [CH3:1][C:2]([C:8]1[C:13](=[O:14])[C:12]([CH3:15])=[C:11]([CH3:16])[C:10](=[O:17])[C:9]=1[CH3:18])([CH3:7])[CH2:3][C:4]([OH:6])=[O:5].[N+:19]([O-:33])([O:21][CH2:22][C@@H:23]([O:29][N+:30]([O-:32])=[O:31])[CH2:24][CH2:25][CH2:26][CH2:27]O)=[O:20].CCN=C=NCCCN(C)C. Product: [CH3:7][C:2]([C:8]1[C:13](=[O:14])[C:12]([CH3:15])=[C:11]([CH3:16])[C:10](=[O:17])[C:9]=1[CH3:18])([CH3:1])[CH2:3][C:4]([O:6][CH2:27][CH2:26][CH2:25][CH2:24][C@H:23]([O:29][N+:30]([O-:32])=[O:31])[CH2:22][O:21][N+:19]([O-:33])=[O:20])=[O:5]. The catalyst class is: 64. (4) Reactant: [OH:1][C:2]1[CH:9]=[CH:8][C:5]([CH:6]=[O:7])=[CH:4][CH:3]=1.[CH3:10][O:11][CH2:12]Cl.C(N(C(C)C)CC)(C)C.O. Product: [CH3:10][O:11][CH2:12][O:1][C:2]1[CH:9]=[CH:8][C:5]([CH:6]=[O:7])=[CH:4][CH:3]=1. The catalyst class is: 366. (5) Reactant: [OH:1][C:2]1[CH:9]=[CH:8][CH:7]=[CH:6][C:3]=1[CH:4]=O.Cl.[NH2:11][OH:12].C(N(CC)CC)C. Product: [OH:1][C:2]1[CH:9]=[CH:8][CH:7]=[CH:6][C:3]=1/[CH:4]=[N:11]/[OH:12]. The catalyst class is: 8. (6) Reactant: [F:1][C:2]1[N:9]=[C:8]([F:10])[CH:7]=[CH:6][C:3]=1C=O.[CH:11]([O:18][CH2:19][CH3:20])([O:15][CH2:16][CH3:17])OCC.C1(C)C=CC(S(O)(=O)=O)=CC=1. Product: [CH2:19]([O:18][CH:11]([O:15][CH2:16][CH3:17])[C:7]1[C:8]([F:10])=[N:9][C:2]([F:1])=[CH:3][CH:6]=1)[CH3:20]. The catalyst class is: 8. (7) Product: [OH:8][C:9]1[CH:10]=[CH:11][C:12]([C:15]2[C:19]([C:20]3[CH:25]=[CH:24][CH:23]=[CH:22][CH:21]=3)=[C:18]([C:26]3([C:29]([OH:31])=[O:30])[CH2:28][CH2:27]3)[O:17][N:16]=2)=[CH:13][CH:14]=1. The catalyst class is: 30. Reactant: [Si]([O:8][C:9]1[CH:14]=[CH:13][C:12]([C:15]2[C:19]([C:20]3[CH:25]=[CH:24][CH:23]=[CH:22][CH:21]=3)=[C:18]([C:26]3([C:29]([O:31]C)=[O:30])[CH2:28][CH2:27]3)[O:17][N:16]=2)=[CH:11][CH:10]=1)(C(C)(C)C)(C)C.[OH-].[Na+]. (8) Reactant: CC(OC(/N=N/C(OC(C)C)=O)=O)C.[OH:15][C:16]1[CH:21]=[CH:20][C:19]([C:22]2[N:27]=[CH:26][C:25]([NH:28][C:29]([C:31]3[CH:32]=[C:33]([C:39]4[CH:44]=[CH:43][CH:42]=[C:41]([O:45][CH3:46])[CH:40]=4)[C:34]([O:37][CH3:38])=[CH:35][CH:36]=3)=[O:30])=[CH:24][CH:23]=2)=[CH:18][CH:17]=1.[CH3:47][N:48]1[CH2:53][CH2:52][CH:51](O)[CH2:50][CH2:49]1.C1(P(C2C=CC=CC=2)C2C=CC=CC=2)C=CC=CC=1. Product: [CH3:46][O:45][C:41]1[CH:40]=[C:39]([C:33]2[C:34]([O:37][CH3:38])=[CH:35][CH:36]=[C:31]([C:29]([NH:28][C:25]3[CH:26]=[N:27][C:22]([C:19]4[CH:20]=[CH:21][C:16]([O:15][CH:51]5[CH2:52][CH2:53][N:48]([CH3:47])[CH2:49][CH2:50]5)=[CH:17][CH:18]=4)=[CH:23][CH:24]=3)=[O:30])[CH:32]=2)[CH:44]=[CH:43][CH:42]=1. The catalyst class is: 1. (9) Reactant: [O:1]1[C:5]2[CH:6]=[CH:7][C:8]([C:10]3([C:13]([NH:15][C:16]4[CH:17]=[C:18]5[C:22](=[CH:23][CH:24]=4)[NH:21][C:20]([C:25]([O:27]CC)=[O:26])=[CH:19]5)=[O:14])[CH2:12][CH2:11]3)=[CH:9][C:4]=2[O:3][CH2:2]1.[Li+].[OH-].Cl. The catalyst class is: 127. Product: [O:1]1[C:5]2[CH:6]=[CH:7][C:8]([C:10]3([C:13]([NH:15][C:16]4[CH:17]=[C:18]5[C:22](=[CH:23][CH:24]=4)[NH:21][C:20]([C:25]([OH:27])=[O:26])=[CH:19]5)=[O:14])[CH2:12][CH2:11]3)=[CH:9][C:4]=2[O:3][CH2:2]1.